This data is from hERG Central: cardiac toxicity at 1µM, 10µM, and general inhibition. The task is: Predict hERG channel inhibition at various concentrations. The compound is CCc1nn(CC(=O)NCCCN(C)Cc2ccccc2)c(=O)c2cc3sc(C)cc3n12. Results: hERG_inhib (hERG inhibition (general)): blocker.